Dataset: Reaction yield outcomes from USPTO patents with 853,638 reactions. Task: Predict the reaction yield, written as a fraction of the theoretical maximum amount of product (1.0 means a 100% yield; for example, 0.34 means a 34% yield). The reactants are [F:1][C:2]([Si](C)(C)C)([F:4])[F:3].[Br:9][C:10]1[C:11]([CH3:18])=[CH:12][C:13]([CH:16]=[O:17])=[N:14][CH:15]=1.CCCC[N+](CCCC)(CCCC)CCCC.[F-]. The catalyst is C(OCC)(=O)C. The product is [Br:9][C:10]1[C:11]([CH3:18])=[CH:12][C:13]([CH:16]([OH:17])[C:2]([F:4])([F:3])[F:1])=[N:14][CH:15]=1. The yield is 0.840.